Predict the product of the given reaction. From a dataset of Forward reaction prediction with 1.9M reactions from USPTO patents (1976-2016). (1) Given the reactants [N:1]1[C:9]2[C:4](=[N:5][CH:6]=[CH:7][CH:8]=2)[S:3][C:2]=1[N:10]=[C:11](SC)SC.Cl.Cl.[NH2:18][CH2:19][C@@:20]1([OH:28])[CH:25]2[CH2:26][CH2:27][N:22]([CH2:23][CH2:24]2)[CH2:21]1.C(=O)([O-])[O-].[Cs+].[Cs+].O, predict the reaction product. The product is: [N:1]1[C:9]2[C:4](=[N:5][CH:6]=[CH:7][CH:8]=2)[S:3][C:2]=1[NH:10][C:11]1[O:28][C@:20]2([CH2:19][N:18]=1)[CH:25]1[CH2:26][CH2:27][N:22]([CH2:23][CH2:24]1)[CH2:21]2. (2) Given the reactants [CH3:1][O:2][C:3]1[CH:8]=[CH:7][C:6]([C:9]2[CH:10]=[C:11]3[C:16](=[CH:17][CH:18]=2)[N:15]=[CH:14][N:13]=[C:12]3[C:19]2[CH:20]=[N:21][CH:22]=[C:23]([CH:27]=2)[C:24]([OH:26])=O)=[CH:5][C:4]=1[C:28]([F:31])([F:30])[F:29].CN(C(ON1N=NC2C=CC=CC1=2)=[N+](C)C)C.F[P-](F)(F)(F)(F)F.CCN(C(C)C)C(C)C.C(OC([N:72]1[CH2:77][CH2:76][NH:75][C@@H:74]([CH3:78])[CH2:73]1)=O)(C)(C)C.C(O)(C(F)(F)F)=O, predict the reaction product. The product is: [CH3:1][O:2][C:3]1[CH:8]=[CH:7][C:6]([C:9]2[CH:10]=[C:11]3[C:16](=[CH:17][CH:18]=2)[N:15]=[CH:14][N:13]=[C:12]3[C:19]2[CH:27]=[C:23]([C:24]([N:75]3[CH2:76][CH2:77][NH:72][CH2:73][C@@H:74]3[CH3:78])=[O:26])[CH:22]=[N:21][CH:20]=2)=[CH:5][C:4]=1[C:28]([F:29])([F:31])[F:30]. (3) Given the reactants C[O:2][C:3](=[O:28])[CH2:4][CH2:5][CH2:6][S:7][C:8]1[N:9]=[C:10]2[CH:15]=[CH:14][CH:13]=[CH:12][N:11]2[C:16]=1[CH2:17][C:18]1[C:19]2[C:26]([CH3:27])=[CH:25][CH:24]=[CH:23][C:20]=2[S:21][CH:22]=1.O.[OH-].[Li+], predict the reaction product. The product is: [CH3:27][C:26]1[C:19]2[C:18]([CH2:17][C:16]3[N:11]4[CH:12]=[CH:13][CH:14]=[CH:15][C:10]4=[N:9][C:8]=3[S:7][CH2:6][CH2:5][CH2:4][C:3]([OH:28])=[O:2])=[CH:22][S:21][C:20]=2[CH:23]=[CH:24][CH:25]=1. (4) The product is: [CH3:9][S:8][C:4]1[N:3]=[C:2]([C:30]#[C:29][C:31]2[CH:36]=[CH:35][CH:34]=[CH:33][C:32]=2[CH2:37][C:38]([O:40][CH3:41])=[O:39])[CH:7]=[CH:6][N:5]=1. Given the reactants Cl[C:2]1[CH:7]=[CH:6][N:5]=[C:4]([S:8][CH3:9])[N:3]=1.C1C=CC(P(C2C=CC=CC=2)C2C=CC=CC=2)=CC=1.[C:29]([C:31]1[CH:36]=[CH:35][CH:34]=[CH:33][C:32]=1[CH2:37][C:38]([O:40][CH3:41])=[O:39])#[CH:30].CCN(CC)CC, predict the reaction product. (5) Given the reactants [Na].[Br:2][C:3]1[CH:8]=[CH:7][C:6]([C:9](=[O:11])[CH3:10])=[CH:5][CH:4]=1.[C:12](OCC)(=[O:18])[C:13]([O:15][CH2:16][CH3:17])=[O:14], predict the reaction product. The product is: [Br:2][C:3]1[CH:8]=[CH:7][C:6]([C:9](=[O:11])[CH2:10][C:12](=[O:18])[C:13]([O:15][CH2:16][CH3:17])=[O:14])=[CH:5][CH:4]=1.